Predict which catalyst facilitates the given reaction. From a dataset of Catalyst prediction with 721,799 reactions and 888 catalyst types from USPTO. (1) Reactant: [Cl:1][C:2]1[CH:7]=[CH:6][C:5]([N+:8]([O-])=O)=[CH:4][C:3]=1[C:11]1[N:15]([CH3:16])[C:14]2[CH:17]=[CH:18][C:19]([CH3:21])=[CH:20][C:13]=2[N:12]=1.Cl. Product: [Cl:1][C:2]1[CH:7]=[CH:6][C:5]([NH2:8])=[CH:4][C:3]=1[C:11]1[N:15]([CH3:16])[C:14]2[CH:17]=[CH:18][C:19]([CH3:21])=[CH:20][C:13]=2[N:12]=1. The catalyst class is: 190. (2) Reactant: [CH:1]1([C:4]2[CH:5]=[C:6]([C:13]([O:15][CH2:16][CH3:17])=[O:14])[C:7]3[CH:12]=[N:11][NH:10][C:8]=3[N:9]=2)[CH2:3][CH2:2]1.CC(C)([O-])C.[K+].Br[CH2:25][CH2:26][NH:27][C:28](=[O:34])[O:29][C:30]([CH3:33])([CH3:32])[CH3:31]. Product: [CH:1]1([C:4]2[CH:5]=[C:6]([C:13]([O:15][CH2:16][CH3:17])=[O:14])[C:7]3[CH:12]=[N:11][N:10]([CH2:25][CH2:26][NH:27][C:28]([O:29][C:30]([CH3:33])([CH3:32])[CH3:31])=[O:34])[C:8]=3[N:9]=2)[CH2:2][CH2:3]1. The catalyst class is: 3.